From a dataset of Full USPTO retrosynthesis dataset with 1.9M reactions from patents (1976-2016). Predict the reactants needed to synthesize the given product. (1) Given the product [CH:20]([O:23][C:24]1[CH:32]=[CH:31][C:30]([S:33]([CH3:36])(=[O:35])=[O:34])=[CH:29][C:25]=1[C:26]([N:16]1[CH2:15][CH2:14][C:13]2[C:18](=[CH:19][C:10]([S:7]([N:1]3[CH2:2][CH2:3][O:4][CH2:5][CH2:6]3)(=[O:9])=[O:8])=[CH:11][CH:12]=2)[CH2:17]1)=[O:27])([CH3:22])[CH3:21], predict the reactants needed to synthesize it. The reactants are: [N:1]1([S:7]([C:10]2[CH:19]=[C:18]3[C:13]([CH2:14][CH2:15][NH:16][CH2:17]3)=[CH:12][CH:11]=2)(=[O:9])=[O:8])[CH2:6][CH2:5][O:4][CH2:3][CH2:2]1.[CH:20]([O:23][C:24]1[CH:32]=[CH:31][C:30]([S:33]([CH3:36])(=[O:35])=[O:34])=[CH:29][C:25]=1[C:26](O)=[O:27])([CH3:22])[CH3:21]. (2) Given the product [CH3:11][N:8]1[C:9]2[C:5](=[CH:4][CH:3]=[C:2]([B:15]3[O:19][C:18]([CH3:21])([CH3:20])[C:17]([CH3:23])([CH3:22])[O:16]3)[CH:10]=2)[C:6]([CH3:14])([CH3:13])[C:7]1=[O:12], predict the reactants needed to synthesize it. The reactants are: Br[C:2]1[CH:10]=[C:9]2[C:5]([C:6]([CH3:14])([CH3:13])[C:7](=[O:12])[N:8]2[CH3:11])=[CH:4][CH:3]=1.[B:15]1([B:15]2[O:19][C:18]([CH3:21])([CH3:20])[C:17]([CH3:23])([CH3:22])[O:16]2)[O:19][C:18]([CH3:21])([CH3:20])[C:17]([CH3:23])([CH3:22])[O:16]1.C([O-])(=O)C.[K+]. (3) Given the product [CH3:14][O:13][C:9]1[CH:8]=[C:7]2[C:12]([C:4]([CH:2]=[O:3])=[N:5][N:6]2[CH2:15][CH2:22][CH3:23])=[CH:11][CH:10]=1, predict the reactants needed to synthesize it. The reactants are: Cl.[CH:2]([C:4]1[C:12]2[C:7](=[CH:8][C:9]([O:13][CH3:14])=[CH:10][CH:11]=2)[N:6]([C:15](OC(C)(C)C)=O)[N:5]=1)=[O:3].[CH2:22]1CCN2C(=NCCC2)C[CH2:23]1.ICCC. (4) Given the product [C:15]1([N:6]2[C:5]3[CH:21]=[CH:22][C:2]([N:1]([S:31]([C:28]4[CH:27]=[CH:26][C:25]([O:24][CH3:23])=[CH:30][CH:29]=4)(=[O:33])=[O:32])[S:31]([C:28]4[CH:29]=[CH:30][C:25]([O:24][CH3:23])=[CH:26][CH:27]=4)(=[O:33])=[O:32])=[CH:3][C:4]=3[N:8]=[C:7]2[C:9]2[CH:14]=[CH:13][CH:12]=[CH:11][CH:10]=2)[CH:16]=[CH:17][CH:18]=[CH:19][CH:20]=1, predict the reactants needed to synthesize it. The reactants are: [NH2:1][C:2]1[CH:22]=[CH:21][C:5]2[N:6]([C:15]3[CH:20]=[CH:19][CH:18]=[CH:17][CH:16]=3)[C:7]([C:9]3[CH:14]=[CH:13][CH:12]=[CH:11][CH:10]=3)=[N:8][C:4]=2[CH:3]=1.[CH3:23][O:24][C:25]1[CH:30]=[CH:29][C:28]([S:31](Cl)(=[O:33])=[O:32])=[CH:27][CH:26]=1.